This data is from Full USPTO retrosynthesis dataset with 1.9M reactions from patents (1976-2016). The task is: Predict the reactants needed to synthesize the given product. Given the product [CH:10]([C:7]1[CH:8]=[CH:9][C:2]([NH:1][C:14]2[CH:19]=[CH:18][CH:17]=[CH:16][C:15]=2[N+:20]([O-:22])=[O:21])=[C:3]([CH:6]=1)[C:4]#[N:5])([CH3:12])[CH3:11], predict the reactants needed to synthesize it. The reactants are: [NH2:1][C:2]1[CH:9]=[CH:8][C:7]([CH:10]([CH3:12])[CH3:11])=[CH:6][C:3]=1[C:4]#[N:5].F[C:14]1[CH:19]=[CH:18][CH:17]=[CH:16][C:15]=1[N+:20]([O-:22])=[O:21].[OH-].[Li+].